This data is from Full USPTO retrosynthesis dataset with 1.9M reactions from patents (1976-2016). The task is: Predict the reactants needed to synthesize the given product. Given the product [F:12][C:9]([F:10])([F:11])[C:7]1[CH:6]=[C:5]([C@@H:13]([CH3:14])[O:15][C@@H:16]2[C@@H:21]([C:22]3[CH:23]=[CH:24][C:25]([F:28])=[CH:26][CH:27]=3)[C@H:20]([CH2:29][N:37]3[CH2:38][CH2:39][N:34]([CH3:33])[C:35](=[O:40])[CH2:36]3)[CH2:19][CH2:18][O:17]2)[CH:4]=[C:3]([C:2]([F:1])([F:31])[F:32])[CH:8]=1, predict the reactants needed to synthesize it. The reactants are: [F:1][C:2]([F:32])([F:31])[C:3]1[CH:4]=[C:5]([C@H:13]([O:15][C@@H:16]2[C@@H:21]([C:22]3[CH:27]=[CH:26][C:25]([F:28])=[CH:24][CH:23]=3)[C@H:20]([CH:29]=O)[CH2:19][CH2:18][O:17]2)[CH3:14])[CH:6]=[C:7]([C:9]([F:12])([F:11])[F:10])[CH:8]=1.[CH3:33][N:34]1[CH2:39][CH2:38][NH:37][CH2:36][C:35]1=[O:40].